Predict the product of the given reaction. From a dataset of Forward reaction prediction with 1.9M reactions from USPTO patents (1976-2016). (1) Given the reactants [C:1]([O-:5])(=[O:4])[CH2:2][CH3:3].[Ca+2:6].C([O-])(=O)CC.[C:12]([O-:19])(=[O:18])/[CH:13]=[CH:14]/[CH:15]=[CH:16]/[CH3:17].[K+], predict the reaction product. The product is: [C:12]([O-:19])(=[O:18])/[CH:13]=[CH:14]/[CH:15]=[CH:16]/[CH3:17].[C:1]([O-:5])(=[O:4])[CH2:2][CH3:3].[Ca+2:6]. (2) Given the reactants [Cl:1][C:2]1[N:7]=[C:6](S(C)=O)[N:5]=[C:4]2[N:11]([C:16]3[C:21]([F:22])=[CH:20][CH:19]=[CH:18][C:17]=3[F:23])[C:12](=[O:15])[NH:13][CH2:14][C:3]=12.[N:24]1([CH:29]2[CH2:34][CH2:33][NH:32][CH2:31][CH2:30]2)[CH2:28][CH2:27][CH2:26][CH2:25]1.C(N(CC)C(C)C)(C)C, predict the reaction product. The product is: [Cl:1][C:2]1[N:7]=[C:6]([N:32]2[CH2:33][CH2:34][CH:29]([N:24]3[CH2:28][CH2:27][CH2:26][CH2:25]3)[CH2:30][CH2:31]2)[N:5]=[C:4]2[N:11]([C:16]3[C:21]([F:22])=[CH:20][CH:19]=[CH:18][C:17]=3[F:23])[C:12](=[O:15])[NH:13][CH2:14][C:3]=12. (3) Given the reactants [Br:1][C:2]1[S:6][C:5]([C:7]2[N:11]([C:12]3[CH:17]=[CH:16][C:15]([Cl:18])=[CH:14][C:13]=3[Cl:19])[N:10]=[C:9]([C:20](Cl)=[O:21])[C:8]=2[CH3:23])=[CH:4][CH:3]=1.[CH:24]1([C:27]([NH2:29])=[O:28])[CH2:26][CH2:25]1.C[Si]([N-][Si](C)(C)C)(C)C.[Li+], predict the reaction product. The product is: [CH:24]1([C:27]([NH:29][C:20]([C:9]2[C:8]([CH3:23])=[C:7]([C:5]3[S:6][C:2]([Br:1])=[CH:3][CH:4]=3)[N:11]([C:12]3[CH:17]=[CH:16][C:15]([Cl:18])=[CH:14][C:13]=3[Cl:19])[N:10]=2)=[O:21])=[O:28])[CH2:26][CH2:25]1. (4) Given the reactants CC(C)([O-])C.[K+].[C:7]([C:9]1[CH:14]=[CH:13][CH:12]=[CH:11][C:10]=1[NH:15][CH2:16][C:17]([O:19][CH2:20][CH3:21])=[O:18])#[N:8], predict the reaction product. The product is: [NH2:8][C:7]1[C:9]2[C:10](=[CH:11][CH:12]=[CH:13][CH:14]=2)[NH:15][C:16]=1[C:17]([O:19][CH2:20][CH3:21])=[O:18]. (5) Given the reactants CC1(C)C(C)(C)OB([C:9]2[CH:14]=[CH:13][C:12]([O:15][C:16]3[CH:21]=[CH:20][CH:19]=[CH:18][CH:17]=3)=[CH:11][CH:10]=2)O1.[NH2:23][C:24]1[N:29]=[CH:28][N:27]=[C:26]2[N:30]([CH:34]3[CH2:39][CH2:38][C:37](=[O:40])[CH2:36][CH2:35]3)[N:31]=[C:32](I)[C:25]=12.C(=O)([O-])[O-].[Na+].[Na+].ClCCl, predict the reaction product. The product is: [NH2:23][C:24]1[N:29]=[CH:28][N:27]=[C:26]2[N:30]([CH:34]3[CH2:35][CH2:36][C:37](=[O:40])[CH2:38][CH2:39]3)[N:31]=[C:32]([C:9]3[CH:10]=[CH:11][C:12]([O:15][C:16]4[CH:17]=[CH:18][CH:19]=[CH:20][CH:21]=4)=[CH:13][CH:14]=3)[C:25]=12. (6) Given the reactants [CH3:1][C:2]1[CH:7]=[C:6]([C:8]2[S:12][C:11]([NH:13][C:14]([N:16]3[CH:20]=[CH:19]N=C3)=[O:15])=[N:10][C:9]=2[CH3:21])[CH:5]=[C:4]([CH3:22])[N:3]=1.NCC[C:26]([N:28]([CH3:30])[CH3:29])=[O:27], predict the reaction product. The product is: [CH3:22][C:4]1[CH:5]=[C:6]([C:8]2[S:12][C:11]([NH:13][C:14](=[O:15])[NH:16][CH2:20][CH2:19][C:26]([N:28]([CH3:30])[CH3:29])=[O:27])=[N:10][C:9]=2[CH3:21])[CH:7]=[C:2]([CH3:1])[N:3]=1. (7) Given the reactants [C:1]([Br:5])(Br)(Br)Br.C1(P(C2C=CC=CC=2)C2C=CC=CC=2)C=CC=CC=1.[Br:25][C:26]1[CH:31]=[CH:30][C:29](CO)=[C:28]([CH3:34])[CH:27]=1, predict the reaction product. The product is: [Br:25][C:26]1[CH:31]=[CH:30][C:29]([CH2:1][Br:5])=[C:28]([CH3:34])[CH:27]=1. (8) The product is: [C:53]([C:54]1[CH:55]=[CH:56][C:57]([O:49][CH2:48][CH2:47][CH2:46][CH2:45][C:44]([C:41]2[CH:40]=[CH:39][C:38]([CH2:37][C@H:36]([O:50][CH3:51])[C:35]([OH:34])=[O:52])=[CH:43][CH:42]=2)=[O:22])=[CH:58][CH:59]=1)(=[O:60])[C:61]1[CH:62]=[CH:63][CH:64]=[CH:65][CH:66]=1. Given the reactants C1(P(C2C=CC=CC=2)C2C=CC=CC=2)C=CC=CC=1.CC[O:22]C(/N=N/C(OCC)=O)=O.C([O:34][C:35](=[O:52])[C@@H:36]([O:50][CH3:51])[CH2:37][C:38]1[CH:43]=[CH:42][C:41]([C:44]#[C:45][CH2:46][CH2:47][CH2:48][OH:49])=[CH:40][CH:39]=1)C.[C:53]([C:61]1[CH:66]=[CH:65][C:64](O)=[CH:63][CH:62]=1)(=[O:60])[C:54]1[CH:59]=[CH:58][CH:57]=[CH:56][CH:55]=1, predict the reaction product. (9) Given the reactants Cl.ClCC([NH:6][CH2:7][C:8]1[CH:13]=[C:12]([F:14])[CH:11]=[C:10]([CH3:15])[C:9]=1[OH:16])=O.C(=O)(O)[O-].[Na+], predict the reaction product. The product is: [OH:16][C:9]1[C:10]([CH3:15])=[CH:11][C:12]([F:14])=[CH:13][C:8]=1[CH2:7][NH2:6]. (10) The product is: [F:3][C:4]1[CH:36]=[CH:35][C:7]([CH2:8][N:9]2[C:17]3[CH:16]=[CH:15][CH:14]=[CH:13][C:12]=3[C:11]3[CH2:18][C:19]4([CH3:34])[C:24](=[O:25])[N:23]([CH2:26][CH2:27][C:28]([OH:30])=[O:29])[C:22](=[O:33])[N:20]4[CH2:21][C:10]2=3)=[CH:6][CH:5]=1. Given the reactants [OH-].[Na+].[F:3][C:4]1[CH:36]=[CH:35][C:7]([CH2:8][N:9]2[C:17]3[CH:16]=[CH:15][CH:14]=[CH:13][C:12]=3[C:11]3[CH2:18][C:19]4([CH3:34])[C:24](=[O:25])[N:23]([CH2:26][CH2:27][C:28]([O:30]CC)=[O:29])[C:22](=[O:33])[N:20]4[CH2:21][C:10]2=3)=[CH:6][CH:5]=1, predict the reaction product.